This data is from Full USPTO retrosynthesis dataset with 1.9M reactions from patents (1976-2016). The task is: Predict the reactants needed to synthesize the given product. (1) Given the product [CH3:30][C:25]1[NH:26][C:27]2[C:23]([CH:24]=1)=[CH:22][C:21]([NH:20][C:17]1[CH:16]=[CH:15][N:14]=[C:13]3[CH:12]=[C:11]([C:1]4[CH:6]=[CH:5][CH:4]=[CH:3][CH:2]=4)[S:19][C:18]=13)=[CH:29][CH:28]=2, predict the reactants needed to synthesize it. The reactants are: [C:1]1(B(O)O)[CH:6]=[CH:5][CH:4]=[CH:3][CH:2]=1.Br[C:11]1[S:19][C:18]2[C:13](=[N:14][CH:15]=[CH:16][C:17]=2[NH:20][C:21]2[CH:22]=[C:23]3[C:27](=[CH:28][CH:29]=2)[NH:26][C:25]([CH3:30])=[CH:24]3)[CH:12]=1. (2) Given the product [NH:13]1[C:14]2[CH:19]=[CH:18][CH:17]=[CH:16][C:15]=2[N:11]=[C:12]1[C@H:8]([NH:9][C:10](=[O:20])[NH:23][C@@H:24]1[CH2:29][CH2:28][CH2:27][CH2:26][C@H:25]1[C:30]([O:32][CH2:33][CH3:34])=[O:31])[CH2:7][C:6]1[CH:21]=[CH:22][C:3]([O:2][CH3:1])=[CH:4][CH:5]=1, predict the reactants needed to synthesize it. The reactants are: [CH3:1][O:2][C:3]1[CH:22]=[CH:21][C:6]([CH2:7][C@@H:8]2[C:12]3=[N:13][C:14]4[CH:19]=[CH:18][CH:17]=[CH:16][C:15]=4[N:11]3[C:10](=[O:20])[NH:9]2)=[CH:5][CH:4]=1.[NH2:23][C@@H:24]1[CH2:29][CH2:28][CH2:27][CH2:26][C@H:25]1[C:30]([O:32][CH2:33][CH3:34])=[O:31].C(O)(C(F)(F)F)=O. (3) Given the product [C:1]([C:5]1[N:10]=[C:9]([NH:50][CH2:49][CH2:48][CH2:47][O:46][CH3:45])[C:8]([C:12]([N:14]([CH2:32][CH:33]([CH3:35])[CH3:34])[C@@H:15]2[CH2:20][N:19]([C:21]([O:23][C:24]([CH3:27])([CH3:26])[CH3:25])=[O:22])[CH2:18][C@H:17]([C:28]([O:30][CH3:31])=[O:29])[CH2:16]2)=[O:13])=[CH:7][N:6]=1)([CH3:4])([CH3:3])[CH3:2], predict the reactants needed to synthesize it. The reactants are: [C:1]([C:5]1[N:10]=[C:9](Cl)[C:8]([C:12]([N:14]([CH2:32][CH:33]([CH3:35])[CH3:34])[C@@H:15]2[CH2:20][N:19]([C:21]([O:23][C:24]([CH3:27])([CH3:26])[CH3:25])=[O:22])[CH2:18][C@H:17]([C:28]([O:30][CH3:31])=[O:29])[CH2:16]2)=[O:13])=[CH:7][N:6]=1)([CH3:4])([CH3:3])[CH3:2].C(N(C(C)C)CC)(C)C.[CH3:45][O:46][CH2:47][CH2:48][CH2:49][NH2:50]. (4) Given the product [Cl:1][C:2]1[CH:3]=[C:4]2[C:9](=[CH:10][C:11]=1[O:12][C:13]1[CH:14]=[CH:15][C:16]([C:19](=[O:34])[NH:20][C:21]3[CH:26]=[CH:25][CH:24]=[C:23]([C:27]4[CH:32]=[CH:31][CH:30]=[CH:29][C:28]=4[Cl:33])[N:22]=3)=[CH:17][CH:18]=1)[O:8][CH2:7][CH2:6][CH:5]2[C:35]([OH:37])=[O:36], predict the reactants needed to synthesize it. The reactants are: [Cl:1][C:2]1[CH:3]=[C:4]2[C:9](=[CH:10][C:11]=1[O:12][C:13]1[CH:18]=[CH:17][C:16]([C:19](=[O:34])[NH:20][C:21]3[CH:26]=[CH:25][CH:24]=[C:23]([C:27]4[CH:32]=[CH:31][CH:30]=[CH:29][C:28]=4[Cl:33])[N:22]=3)=[CH:15][CH:14]=1)[O:8][CH2:7][CH2:6][CH:5]2[C:35]([O:37]CC)=[O:36].[OH-].[Na+]. (5) Given the product [C:62]([C:61]1[CH:60]=[C:59]([NH:58][CH:55]2[CH2:56][CH2:57][N:52]([C:25](=[O:27])[CH2:24][NH:23][C:21]([C:18]3[CH:17]=[C:16]([C:10]4[CH:11]=[CH:12][CH:13]=[CH:14][CH:15]=4)[NH:20][N:19]=3)=[O:22])[CH2:53][CH2:54]2)[CH:66]=[CH:65][CH:64]=1)#[N:63], predict the reactants needed to synthesize it. The reactants are: CCN(C(C)C)C(C)C.[C:10]1([C:16]2[NH:20][N:19]=[C:18]([C:21]([NH:23][CH2:24][C:25]([OH:27])=O)=[O:22])[CH:17]=2)[CH:15]=[CH:14][CH:13]=[CH:12][CH:11]=1.C1C=CC2N(O)N=NC=2C=1.CCN=C=NCCCN(C)C.Cl.Cl.Cl.[NH:52]1[CH2:57][CH2:56][CH:55]([NH:58][C:59]2[CH:60]=[C:61]([CH:64]=[CH:65][CH:66]=2)[C:62]#[N:63])[CH2:54][CH2:53]1. (6) The reactants are: [F:1][C:2]1[CH:3]=[C:4]([C:8]2[N:13]=[C:12]([CH3:14])[C:11]([C:15]([OH:17])=O)=[CH:10][N:9]=2)[CH:5]=[CH:6][CH:7]=1.[F:18][C:19]1[N:24]=[C:23]2[C:25]([CH3:29])=[CH:26][N:27]([NH2:28])[C:22]2=[CH:21][CH:20]=1.CCN(C(C)C)C(C)C.CN(C(ON1N=NC2C=CC=NC1=2)=[N+](C)C)C.F[P-](F)(F)(F)(F)F. Given the product [F:18][C:19]1[N:24]=[C:23]2[C:25]([CH3:29])=[CH:26][N:27]([NH:28][C:15]([C:11]3[C:12]([CH3:14])=[N:13][C:8]([C:4]4[CH:5]=[CH:6][CH:7]=[C:2]([F:1])[CH:3]=4)=[N:9][CH:10]=3)=[O:17])[C:22]2=[CH:21][CH:20]=1, predict the reactants needed to synthesize it. (7) The reactants are: [Cl:1][C:2]1[N:7]=[C:6]([C:8]([NH:10][C:11]2[CH:15]=[CH:14][N:13]([CH3:16])[N:12]=2)=[O:9])[C:5](F)=[CH:4][CH:3]=1.[CH3:18][O:19][C:20]1[CH:25]=[CH:24][C:23]([CH2:26][SH:27])=[CH:22][CH:21]=1.C(O[K])(C)(C)C.[Cl-].[NH4+]. Given the product [Cl:1][C:2]1[N:7]=[C:6]([C:8]([NH:10][C:11]2[CH:15]=[CH:14][N:13]([CH3:16])[N:12]=2)=[O:9])[C:5]([S:27][CH2:26][C:23]2[CH:24]=[CH:25][C:20]([O:19][CH3:18])=[CH:21][CH:22]=2)=[CH:4][CH:3]=1, predict the reactants needed to synthesize it. (8) The reactants are: Cl[C:2]1[C:11]2=[N:12][N:13](CC3C=CC(OC)=CC=3)[CH:14]=[C:10]2[C:9]2[CH:8]=[C:7]([O:24][CH3:25])[CH:6]=[CH:5][C:4]=2[N:3]=1.[CH:26]1([N:31]2[CH2:36][CH2:35][N:34]([C:37]3[CH:43]=[CH:42][C:40]([NH2:41])=[CH:39][CH:38]=3)[CH2:33][CH2:32]2)[CH2:30][CH2:29][CH2:28][CH2:27]1.Cl. Given the product [CH:26]1([N:31]2[CH2:36][CH2:35][N:34]([C:37]3[CH:38]=[CH:39][C:40]([NH:41][C:2]4[C:11]5=[N:12][NH:13][CH:14]=[C:10]5[C:9]5[CH:8]=[C:7]([O:24][CH3:25])[CH:6]=[CH:5][C:4]=5[N:3]=4)=[CH:42][CH:43]=3)[CH2:33][CH2:32]2)[CH2:30][CH2:29][CH2:28][CH2:27]1, predict the reactants needed to synthesize it.